From a dataset of Forward reaction prediction with 1.9M reactions from USPTO patents (1976-2016). Predict the product of the given reaction. (1) Given the reactants [Cl:1][C:2]1[CH:24]=[CH:23][C:5]([CH2:6][NH:7][C:8]([C:10]2[C:11](=[O:22])[C:12]3[CH:19]=[C:18]([CH2:20]Cl)[S:17][C:13]=3[N:14]([CH3:16])[CH:15]=2)=[O:9])=[CH:4][CH:3]=1.C(N(C(C)C)CC)(C)C.[OH:34][CH:35]([C:41]1[CH:46]=[CH:45][CH:44]=[CH:43][CH:42]=1)[CH:36]1[CH2:40][CH2:39][CH2:38][NH:37]1.O, predict the reaction product. The product is: [Cl:1][C:2]1[CH:24]=[CH:23][C:5]([CH2:6][NH:7][C:8]([C:10]2[C:11](=[O:22])[C:12]3[CH:19]=[C:18]([CH2:20][N:37]4[CH2:38][CH2:39][CH2:40][C@@H:36]4[C@@H:35]([OH:34])[C:41]4[CH:46]=[CH:45][CH:44]=[CH:43][CH:42]=4)[S:17][C:13]=3[N:14]([CH3:16])[CH:15]=2)=[O:9])=[CH:4][CH:3]=1. (2) Given the reactants [CH2:1]([C:6]1[CH:7]=[C:8]([CH:12]=[CH:13][CH:14]=1)[C:9]([OH:11])=O)[CH2:2][CH:3]([CH3:5])[CH3:4].[CH2:15]([NH2:23])[CH2:16][C:17]1[CH:22]=[CH:21][CH:20]=[CH:19][CH:18]=1, predict the reaction product. The product is: [CH2:1]([C:6]1[CH:7]=[C:8]([CH:12]=[CH:13][CH:14]=1)[C:9]([NH:23][CH2:15][CH2:16][C:17]1[CH:22]=[CH:21][CH:20]=[CH:19][CH:18]=1)=[O:11])[CH2:2][CH:3]([CH3:4])[CH3:5]. (3) Given the reactants [C:1]([O:5][C:6]([N:8]1[C:12]2=[N:13][CH:14]=[C:15]([O:17][Si](C(C)(C)C)(C)C)[CH:16]=[C:11]2[C:10]([C:25]2[CH:30]=[CH:29][N:28]=[CH:27][CH:26]=2)=[N:9]1)=[O:7])([CH3:4])([CH3:3])[CH3:2].CCCC[N+](CCCC)(CCCC)CCCC.[F-], predict the reaction product. The product is: [C:1]([O:5][C:6]([N:8]1[C:12]2=[N:13][CH:14]=[C:15]([OH:17])[CH:16]=[C:11]2[C:10]([C:25]2[CH:30]=[CH:29][N:28]=[CH:27][CH:26]=2)=[N:9]1)=[O:7])([CH3:4])([CH3:2])[CH3:3]. (4) The product is: [F:28][C:29]([F:42])([F:41])[S:30]([O:27][C:14]1[C:15]([C:17]2[NH:18][C:19]3[C:24]([CH:25]=2)=[C:23]([F:26])[CH:22]=[CH:21][CH:20]=3)=[N:16][C:11]([Cl:10])=[CH:12][CH:13]=1)(=[O:32])=[O:31]. Given the reactants CCN(C(C)C)C(C)C.[Cl:10][C:11]1[N:16]=[C:15]([C:17]2[NH:18][C:19]3[C:24]([CH:25]=2)=[C:23]([F:26])[CH:22]=[CH:21][CH:20]=3)[C:14]([OH:27])=[CH:13][CH:12]=1.[F:28][C:29]([F:42])([F:41])[S:30](O[S:30]([C:29]([F:42])([F:41])[F:28])(=[O:32])=[O:31])(=[O:32])=[O:31], predict the reaction product. (5) Given the reactants Cl.Cl.[NH2:3][C@@H:4]([C:7]1[S:8][C:9]([C@@H:12]([NH2:17])[C:13]([F:16])([F:15])[F:14])=[CH:10][CH:11]=1)[CH2:5][OH:6].CCN(C(C)C)C(C)C.Cl[C:28]([O:30][CH2:31][CH:32]=[CH2:33])=[O:29].[Si:34](Cl)([C:37]([CH3:40])([CH3:39])[CH3:38])([CH3:36])[CH3:35].CN(C1C=CC=CN=1)C, predict the reaction product. The product is: [CH2:31]([O:30][C:28](=[O:29])[NH:3][C@@H:4]([C:7]1[S:8][C:9]([C@@H:12]([NH2:17])[C:13]([F:16])([F:14])[F:15])=[CH:10][CH:11]=1)[CH2:5][O:6][Si:34]([C:37]([CH3:40])([CH3:39])[CH3:38])([CH3:36])[CH3:35])[CH:32]=[CH2:33]. (6) Given the reactants CS(O[CH2:6][CH2:7][CH2:8][N:9]([S:22]([C:25]1[CH:30]=[CH:29][CH:28]=[CH:27][C:26]=1[N+:31]([O-:33])=[O:32])(=[O:24])=[O:23])[CH2:10][CH2:11][N:12]1[CH:17]=[CH:16][C:15]2[CH:18]=[CH:19][O:20][C:14]=2[C:13]1=[O:21])(=O)=O.[I-:34].[Na+].CC(C)=O, predict the reaction product. The product is: [I:34][CH2:6][CH2:7][CH2:8][N:9]([CH2:10][CH2:11][N:12]1[CH:17]=[CH:16][C:15]2[CH:18]=[CH:19][O:20][C:14]=2[C:13]1=[O:21])[S:22]([C:25]1[CH:30]=[CH:29][CH:28]=[CH:27][C:26]=1[N+:31]([O-:33])=[O:32])(=[O:24])=[O:23]. (7) The product is: [CH:1]1([CH2:4][N:5]([CH2:15][CH2:16][CH3:17])[C:6]2[N:11]=[CH:10][N:9]=[C:8]([C:12]([NH:41][C:40]3[CH:39]=[CH:38][C:37]([N:32]4[CH:36]=[N:35][CH:34]=[N:33]4)=[CH:43][CH:42]=3)=[O:14])[CH:7]=2)[CH2:2][CH2:3]1. Given the reactants [CH:1]1([CH2:4][N:5]([CH2:15][CH2:16][CH3:17])[C:6]2[N:11]=[CH:10][N:9]=[C:8]([C:12]([OH:14])=O)[CH:7]=2)[CH2:3][CH2:2]1.C(N(C(C)C)CC)(C)C.ClC(OC)=O.[N:32]1([C:37]2[CH:43]=[CH:42][C:40]([NH2:41])=[CH:39][CH:38]=2)[CH:36]=[N:35][CH:34]=[N:33]1, predict the reaction product. (8) Given the reactants C(NC(C)C)(C)C.[Li+].CCC[CH2-].CCCCCC.[Br:19][C:20]1[CH:25]=[CH:24][CH:23]=[C:22]([F:26])[N:21]=1.[CH2:27]=[O:28], predict the reaction product. The product is: [Br:19][C:20]1[N:21]=[C:22]([F:26])[C:23]([CH2:27][OH:28])=[CH:24][CH:25]=1.